Predict the reactants needed to synthesize the given product. From a dataset of Full USPTO retrosynthesis dataset with 1.9M reactions from patents (1976-2016). (1) Given the product [NH4+:15].[OH-:4].[C:8]1([C:14]2[NH:15][C:16]([C:25]3[CH:30]=[CH:29][N:28]=[C:27]([NH2:31])[CH:26]=3)=[C:17]([C:19]3[CH:20]=[CH:21][N:22]=[CH:23][CH:24]=3)[N:18]=2)[CH:9]=[CH:10][CH:11]=[CH:12][CH:13]=1, predict the reactants needed to synthesize it. The reactants are: FC(F)(F)C(O)=[O:4].[C:8]1([C:14]2[NH:15][C:16]([C:25]3[CH:30]=[CH:29][N:28]=[C:27]([NH:31]C(=O)OC(C)(C)C)[CH:26]=3)=[C:17]([C:19]3[CH:24]=[CH:23][N:22]=[CH:21][CH:20]=3)[N:18]=2)[CH:13]=[CH:12][CH:11]=[CH:10][CH:9]=1. (2) Given the product [CH3:38][N:39]1[CH:48]=[CH:42][C:41]([C:27]2[N:26]([C:28]3[CH:29]=[N:30][CH:31]=[CH:32][CH:33]=3)[N:25]=[C:24]([C:34]([N:11]3[CH2:16][CH2:15][O:14][CH2:13][CH2:12]3)=[O:36])[CH:23]=2)=[CH:40]1, predict the reactants needed to synthesize it. The reactants are: ON1C2C=CC=CC=2N=N1.[NH:11]1[CH2:16][CH2:15][O:14][CH2:13][CH2:12]1.CN1C=CC([C:23]2[C:24]([C:34]([OH:36])=O)=[N:25][N:26]([C:28]3[CH:29]=[N:30][CH:31]=[CH:32][CH:33]=3)[CH:27]=2)=C1.Cl.[CH3:38][N:39]([CH3:48])[CH2:40][CH2:41][CH2:42]N=C=NCC. (3) Given the product [Cl:39][CH2:40][C:41]1[CH:42]=[C:43]([C:44]([N:19]2[CH2:20][CH2:21][C:15]3[N:14]=[C:13]([C:11]4[S:12][C:8]5[C:7]([N:23]6[CH2:24][CH2:25][O:26][CH2:27][CH2:28]6)=[CH:6][CH:5]=[C:4]([O:3][CH3:2])[C:9]=5[N:10]=4)[NH:22][C:16]=3[CH2:17][CH2:18]2)=[O:45])[CH:47]=[CH:48][N:49]=1, predict the reactants needed to synthesize it. The reactants are: Cl.[CH3:2][O:3][C:4]1[C:9]2[N:10]=[C:11]([C:13]3[NH:22][C:16]4[CH2:17][CH2:18][NH:19][CH2:20][CH2:21][C:15]=4[N:14]=3)[S:12][C:8]=2[C:7]([N:23]2[CH2:28][CH2:27][O:26][CH2:25][CH2:24]2)=[CH:6][CH:5]=1.C(N(C(C)C)C(C)C)C.Cl.[Cl:39][CH2:40][C:41]1[CH:42]=[C:43]([CH:47]=[CH:48][N:49]=1)[C:44](Cl)=[O:45].